Dataset: Experimentally validated miRNA-target interactions with 360,000+ pairs, plus equal number of negative samples. Task: Binary Classification. Given a miRNA mature sequence and a target amino acid sequence, predict their likelihood of interaction. (1) The miRNA is hsa-miR-6889-5p with sequence UCGGGGAGUCUGGGGUCCGGAAU. The protein sequence of the target gene is MSKKPPNRPGITFEIGARLEALDYLQKWYPSRIEKIDYEEGKMLVHFERWSHRYDEWIYWDSNRLRPLERPALRKEGLKDEEELFDFKAGEEVLARWTDCRYYPAKIEAINKEGTFTVQFYDGVIRCLKRMHIKAMPEDAKGQVKSQHPLSWCCPIDPAGSCNQSMGSEDWIALVKAAAAAAAKNKTGTKPRASANSNKEKERDGGKWFKLPSKKAETSTCIVTAEIEKKEELPTSSETFGLHIDTVPKIVFPQPESTLTNKRKNNQGNSFQAKRARLNKITGLLASKAVGVDGAERKED.... Result: 0 (no interaction). (2) The miRNA is hsa-miR-760 with sequence CGGCUCUGGGUCUGUGGGGA. The protein sequence of the target gene is MEVLAAETTSQQERLQAIAEKRKRQAEIENKRRQLEDERRQLQHLKSKALRERWLLEGTPSSASEGDEDLRRQMQDDEQKTRLLEDSVSRLEKEIEVLERGDSAPATAKENAAAPSPVRAPAPSPAKEERKTEVVMNSQQTPVGTPKDKRVSNTPLRTVDGSPMMKAAMYSVEITVEKDKVTGETRVLSSTTLLPRQPLPLGIKVYEDETKVVHAVDGTAENGIHPLSSSEVDELIHKADEVTLSEAGSTAGAAETRGAVEGAARTTPSRREITGVQAQPGEATSGPPGIQPGQEPPVTM.... Result: 0 (no interaction). (3) The miRNA is hsa-miR-4747-5p with sequence AGGGAAGGAGGCUUGGUCUUAG. The protein sequence of the target gene is MGSLPEEKDSALWSDTPKGPLSAYRARASFNSGELLLFWDGQDVIHFKKTIFSTLENDPLFARSYGADLPLEKLRELNFLRCKRVFEYGFFKVEELLKNPLKILVLINCLGMYDWSLANKCVLHMLVFGTTVFVSGSEKHFKYLEKIYSLEIFGCFALTELSHGSNTKAMRTTAHYDPDTQEFILHSPDFEAAKFWVGNLGKTATHAVVFAQLYMPDGQCHGLHSFLVQIRDTKTLLPMTGVMVGDIGKKLGQNGLDNGFAMFNKVRIPRQNLLDRTGNITSEGTYNSPFKDVRQRLGAS.... Result: 0 (no interaction). (4) The miRNA is hsa-miR-3189-5p with sequence UGCCCCAUCUGUGCCCUGGGUAGGA. The protein sequence of the target gene is MEVPPPAPRSFLCRALCLFPRVFAAEAVTADSEVLEERQKRLPYVPEPYYPESGWDRLRELFGKDEQQRISKDLANICKTAATAGIIGWVYGGIPAFIHAKQQYIEQSQAEIYHNRFDAVQSAHRAATRGFIRYGWRWGWRTAVFVTIFNTVNTSLNVYRNKDALSHFVIAGAVTGSLFRINVGLRGLVAGGIIGALLGTPVGGLLMAFQKYSGETVQERKQKDRKALHELKLEEWKGRLQVTEHLPEKIESSLQEDEPENDAKKIEALLNLPRNPSVIDKQDKD. Result: 1 (interaction). (5) The miRNA is dme-miR-13b-3p with sequence UAUCACAGCCAUUUUGACGAGU. The protein sequence of the target gene is MASLLGAYPWTEGLECPALEAELSDGLSPPAVPRPSGDKSSESRIRRPMNAFMVWAKDERKRLAVQNPDLHNAELSKMLGKSWKALTLSQKRPYVDEAERLRLQHMQDYPNYKYRPRRKKQGKRLCKRVDPGFLLSSLSRDQNTLPEKNGIGRGEKEDRGEYSPGATLPGLHSCYREGAAAAPGSVDTYPYGLPTPPEMSPLDALEPEQTFFSSSCQEEHGHPHHLPHLPGPPYSPEFTPSPLHCSHPLGSLALGQSPGVSMMSSVSGCPPSPAYYSHATYHPLHPNLQAHLGQLSPPPE.... Result: 0 (no interaction). (6) The miRNA is hsa-miR-6887-3p with sequence UCCCCUCCACUUUCCUCCUAG. The protein sequence of the target gene is MAAVGAGGSTAAPGPGAVSAGALEPGTASAAHRRLKYISLAVLVVQNASLILSIRYARTLPGDRFFATTAVVMAEVLKGLTCLLLLFAQKRGNVKHLVLFLHEAVLVQYVDTLKLAVPSLIYTLQNNLQYVAISNLPAATFQVTYQLKILTTALFSVLMLNRSLSRLQWASLLLLFTGVAIVQAQQAGGGGPRPLDQNPGAGLAAVVASCLSSGFAGVYFEKILKGSSGSVWLRNLQLGLFGTALGLVGLWWAEGTAVATRGFFFGYTPAVWGVVLNQAFGGLLVAVVVKYADNILKGFA.... Result: 1 (interaction). (7) The miRNA is hsa-miR-548p with sequence UAGCAAAAACUGCAGUUACUUU. The protein sequence of the target gene is MSRRKQTNPNKVHWDQVFAGLEEQARQAMMKTDFPGDLGSQRQAIQQLRDQDSSSSDSEGDEEETTQDEVSSHTSEEDGGVVKVEKELENTEQPVGGNEVVEHEVTGNLNSDPLLELCQCPLCQLDCGSREQLIAHVYQHTAAVVSAKSYMCPVCGRALSSPGSLGRHLLIHSEDQRSNCAVCGARFTSHATFNSEKLPEVLNMESLPTVHNEGPSSAEGKDIAFSPPVYPAGILLVCNNCAAYRKLLEAQTPSVRKWALRRQNEPLEVRLQRLERERTAKKSRRDNETPEEREVRRMRD.... Result: 0 (no interaction).